Dataset: Peptide-MHC class II binding affinity with 134,281 pairs from IEDB. Task: Regression. Given a peptide amino acid sequence and an MHC pseudo amino acid sequence, predict their binding affinity value. This is MHC class II binding data. (1) The peptide sequence is EMKYFAATQFEPLAA. The MHC is HLA-DQA10401-DQB10402 with pseudo-sequence HLA-DQA10401-DQB10402. The binding affinity (normalized) is 0.541. (2) The peptide sequence is VCGMFTNRSGSQQWR. The MHC is HLA-DQA10501-DQB10201 with pseudo-sequence HLA-DQA10501-DQB10201. The binding affinity (normalized) is 0.0849. (3) The peptide sequence is AAATAGTTVYGRFAA. The MHC is HLA-DQA10401-DQB10402 with pseudo-sequence HLA-DQA10401-DQB10402. The binding affinity (normalized) is 0.191. (4) The peptide sequence is KDGRKLVVPCRPQDELI. The MHC is DRB3_0101 with pseudo-sequence DRB3_0101. The binding affinity (normalized) is 0.201. (5) The peptide sequence is TSCSLMHTAVDLVNE. The MHC is HLA-DQA10501-DQB10301 with pseudo-sequence HLA-DQA10501-DQB10301. The binding affinity (normalized) is 0.163. (6) The peptide sequence is AFKVAATAAKAAPAN. The MHC is DRB1_0901 with pseudo-sequence DRB1_0901. The binding affinity (normalized) is 0.627.